From a dataset of Forward reaction prediction with 1.9M reactions from USPTO patents (1976-2016). Predict the product of the given reaction. (1) Given the reactants Cl[C:2]1[C:11]([C:12]([OH:14])=[O:13])=[CH:10][C:9]2[C:4](=[C:5]([Cl:16])[CH:6]=[C:7]([Cl:15])[CH:8]=2)[N:3]=1.C[NH:18][C@H:19]([C:30]([OH:32])=[O:31])[CH2:20][C:21]1[C:29]2[C:24](=[CH:25][CH:26]=[CH:27][CH:28]=2)[NH:23][CH:22]=1.[CH3:33]S(C)=O, predict the reaction product. The product is: [C:30]([C@@H:19]([NH:18][C:2]1[C:11]([C:12]([OH:14])=[O:13])=[CH:10][C:9]2[C:4](=[C:5]([Cl:16])[CH:6]=[C:7]([Cl:15])[CH:8]=2)[N:3]=1)[CH2:20][C:21]1[C:29]2[C:24](=[CH:25][CH:26]=[CH:27][CH:28]=2)[N:23]([CH3:33])[CH:22]=1)([OH:32])=[O:31]. (2) Given the reactants [CH2:1]([O:8][CH2:9][CH2:10][N:11]1[C:17](=[O:18])[C@@H:16]([NH:19][C:20](=[O:28])[CH:21]([O:25][CH2:26][CH3:27])[C:22]([OH:24])=O)[C:15]2[CH:29]=[CH:30][CH:31]=[CH:32][C:14]=2[C:13]2[CH:33]=[CH:34][CH:35]=[CH:36][C:12]1=2)[C:2]1[CH:7]=[CH:6][CH:5]=[CH:4][CH:3]=1.[F:37][C:38]([F:45])([C:41]([F:44])([F:43])[F:42])[CH2:39][NH2:40], predict the reaction product. The product is: [CH2:1]([O:8][CH2:9][CH2:10][N:11]1[C:17](=[O:18])[C@@H:16]([NH:19][C:20](=[O:28])[CH:21]([O:25][CH2:26][CH3:27])[C:22]([NH:40][CH2:39][C:38]([F:45])([F:37])[C:41]([F:44])([F:43])[F:42])=[O:24])[C:15]2[CH:29]=[CH:30][CH:31]=[CH:32][C:14]=2[C:13]2[CH:33]=[CH:34][CH:35]=[CH:36][C:12]1=2)[C:2]1[CH:7]=[CH:6][CH:5]=[CH:4][CH:3]=1. (3) Given the reactants [CH3:1][C:2]1([CH3:17])[C:9]2[C:8]([C:10]3[O:14][N:13]=[C:12]([CH3:15])[N:11]=3)=[C:7]([NH2:16])[S:6][C:5]=2[CH2:4][CH2:3]1.[C:18]12[C:27](=[O:28])[O:26][C:24](=[O:25])[C:19]=1[CH2:20][CH2:21][CH2:22][CH2:23]2, predict the reaction product. The product is: [CH3:1][C:2]1([CH3:17])[C:9]2[C:8]([C:10]3[O:14][N:13]=[C:12]([CH3:15])[N:11]=3)=[C:7]([NH:16][C:27]([C:18]3[CH2:23][CH2:22][CH2:21][CH2:20][C:19]=3[C:24]([OH:26])=[O:25])=[O:28])[S:6][C:5]=2[CH2:4][CH2:3]1. (4) Given the reactants [BH4-].[Na+].[CH3:3][N:4]1[C:9]2=[C:10]3[N:15]([C:16]([C:17]4[CH:22]=[CH:21][CH:20]=[CH:19][CH:18]=4)=[C:8]2[C:7](=[O:27])[N:6]([CH3:28])[C:5]1=[O:29])[C@H:14]([C:23]([OH:25])=[O:24])[CH2:13][CH2:12][C:11]3=[O:26].[CH3:30]O, predict the reaction product. The product is: [OH:26][CH:11]1[C:10]2[N:15]([C:16]([C:17]3[CH:22]=[CH:21][CH:20]=[CH:19][CH:18]=3)=[C:8]3[C:7](=[O:27])[N:6]([CH3:28])[C:5](=[O:29])[N:4]([CH3:3])[C:9]3=2)[C@H:14]([C:23]([O:25][CH3:30])=[O:24])[CH2:13][CH2:12]1. (5) The product is: [F:3][C:4]1[CH:11]=[CH:10][C:7]([CH:8]=[CH:23][C:22]([O:21][CH2:19][CH3:20])=[O:32])=[CH:6][C:5]=1[NH:12][C:13](=[O:18])[C:14]([F:17])([F:16])[F:15]. Given the reactants [H-].[Na+].[F:3][C:4]1[CH:11]=[CH:10][C:7]([CH:8]=O)=[CH:6][C:5]=1[NH:12][C:13](=[O:18])[C:14]([F:17])([F:16])[F:15].[CH2:19]([O:21][C:22](=[O:32])[CH2:23]P(OCC)(OCC)=O)[CH3:20], predict the reaction product. (6) Given the reactants C(OC([N:8]1[CH2:13][CH2:12][CH2:11][CH:10]([NH:14][C:15]([CH:17]2[C:25]3[C:20](=[CH:21][CH:22]=[CH:23][CH:24]=3)[N:19]([S:26]([C:29]3[C:38]4[C:33](=[CH:34][CH:35]=[CH:36][CH:37]=4)[C:32]([O:39][CH3:40])=[CH:31][CH:30]=3)(=[O:28])=[O:27])[CH2:18]2)=[O:16])[CH2:9]1)=O)(C)(C)C.FC(F)(F)C(O)=O, predict the reaction product. The product is: [NH:8]1[CH2:13][CH2:12][CH2:11][CH:10]([NH:14][C:15]([CH:17]2[C:25]3[C:20](=[CH:21][CH:22]=[CH:23][CH:24]=3)[N:19]([S:26]([C:29]3[C:38]4[C:33](=[CH:34][CH:35]=[CH:36][CH:37]=4)[C:32]([O:39][CH3:40])=[CH:31][CH:30]=3)(=[O:28])=[O:27])[CH2:18]2)=[O:16])[CH2:9]1.